This data is from Forward reaction prediction with 1.9M reactions from USPTO patents (1976-2016). The task is: Predict the product of the given reaction. (1) Given the reactants [OH:1][C:2]1[C:15]2[C:14](=[O:16])[C:13]3[C:8](=[CH:9][C:10]([S:17]([OH:20])(=[O:19])=[O:18])=[CH:11][CH:12]=3)[C:7](=[O:21])[C:6]=2[CH:5]=[C:4]([S:22]([OH:25])(=[O:24])=[O:23])[C:3]=1[OH:26].[OH:27][C:28]1[C:41]2[C:40](=[O:42])[C:39]3[C:34](=[CH:35][CH:36]=[C:37]([S:43]([OH:46])(=[O:45])=[O:44])[CH:38]=3)[C:33](=[O:47])[C:32]=2[CH:31]=[C:30]([S:48]([OH:51])(=[O:50])=[O:49])[C:29]=1[OH:52], predict the reaction product. The product is: [OH:1][C:2]1[C:15]2[C:14](=[O:16])[C:13]3[C:8](=[CH:9][C:10]([S:17]([OH:20])(=[O:19])=[O:18])=[CH:11][CH:12]=3)[C:7](=[O:21])[C:6]=2[C:5]([OH:27])=[C:4]([S:22]([OH:25])(=[O:24])=[O:23])[C:3]=1[OH:26].[OH:27][C:28]1[C:41]2[C:40](=[O:42])[C:39]3[C:34](=[CH:35][CH:36]=[C:37]([S:43]([OH:46])(=[O:45])=[O:44])[CH:38]=3)[C:33](=[O:47])[C:32]=2[C:31]([OH:1])=[C:30]([S:48]([OH:51])(=[O:50])=[O:49])[C:29]=1[OH:52]. (2) Given the reactants [CH2:1]([Mg]Br)[CH:2]([CH3:4])[CH3:3].[CH3:7][C:8]1[CH:13]=[CH:12][C:11]([S:14]([O:17][CH2:18][C@H:19]2[O:21][CH2:20]2)(=[O:16])=[O:15])=[CH:10][CH:9]=1, predict the reaction product. The product is: [OH:21][C@@H:19]([CH2:20][CH2:1][CH:2]([CH3:4])[CH3:3])[CH2:18][O:17][S:14]([C:11]1[CH:12]=[CH:13][C:8]([CH3:7])=[CH:9][CH:10]=1)(=[O:16])=[O:15]. (3) Given the reactants [CH3:1][O:2][C:3]([C:7]1[N:8]=[CH:9][C:10]([NH:13]C(=O)C(C)(C)C)=[N:11][CH:12]=1)([O:5][CH3:6])[CH3:4].[OH-].[Na+], predict the reaction product. The product is: [CH3:1][O:2][C:3]([C:7]1[N:8]=[CH:9][C:10]([NH2:13])=[N:11][CH:12]=1)([O:5][CH3:6])[CH3:4]. (4) Given the reactants [Cl:1][S:2]([OH:5])(=O)=[O:3].[C:6]([N:9]1[C:17]2[C:12](=[CH:13][C:14]([Br:18])=[CH:15][CH:16]=2)[CH2:11][CH2:10]1)(=[O:8])[CH3:7], predict the reaction product. The product is: [C:6]([N:9]1[C:17]2[C:12](=[CH:13][C:14]([Br:18])=[C:15]([S:2]([Cl:1])(=[O:5])=[O:3])[CH:16]=2)[CH2:11][CH2:10]1)(=[O:8])[CH3:7]. (5) The product is: [C:14]1([CH2:13][CH2:12][CH2:11][CH2:10][CH2:9][C:8]2[N:22]=[C:23]([NH2:24])[NH:1][C:4]=2[CH2:5][CH2:6][CH3:7])[CH:19]=[CH:18][CH:17]=[CH:16][CH:15]=1. Given the reactants [N+:1]([CH:4]([C:8](=O)[CH2:9][CH2:10][CH2:11][CH2:12][CH2:13][C:14]1[CH:19]=[CH:18][CH:17]=[CH:16][CH:15]=1)[CH2:5][CH2:6][CH3:7])([O-])=O.Cl.[N:22]#[C:23][NH2:24], predict the reaction product.